From a dataset of Reaction yield outcomes from USPTO patents with 853,638 reactions. Predict the reaction yield, written as a fraction of the theoretical maximum amount of product (1.0 means a 100% yield; for example, 0.34 means a 34% yield). (1) The reactants are [Cl:1][C:2]1[CH:9]=[C:8]([N:10]2[C@@H:14]([CH3:15])[C@H:13]([O:16][Si](C(C)(C)C)(C)C)[C:12]([CH3:25])([CH3:24])[C:11]2=[O:26])[CH:7]=[CH:6][C:3]=1[C:4]#[N:5].[F-].C([N+](CCCC)(CCCC)CCCC)CCC.C1COCC1.O. The catalyst is C1COCC1. The product is [Cl:1][C:2]1[CH:9]=[C:8]([N:10]2[C@@H:14]([CH3:15])[C@H:13]([OH:16])[C:12]([CH3:25])([CH3:24])[C:11]2=[O:26])[CH:7]=[CH:6][C:3]=1[C:4]#[N:5]. The yield is 0.550. (2) The reactants are C[Si](N[Si](C)(C)C)(C)C.[Li][CH2:11][CH2:12][CH2:13]C.[O:15]=[C:16]1[N:20]([C:21]([O:23][C:24]([CH3:27])([CH3:26])[CH3:25])=[O:22])[C@H:19]([C:28]([O:30][CH2:31][CH3:32])=[O:29])[CH2:18][CH2:17]1.C[Si](C)(C)[N-][Si](C)(C)C.[Li+].BrCC=C. The catalyst is C1COCC1.CCCCCC. The product is [CH2:13]([C@H:17]1[C:16](=[O:15])[N:20]([C:21]([O:23][C:24]([CH3:27])([CH3:26])[CH3:25])=[O:22])[C@H:19]([C:28]([O:30][CH2:31][CH3:32])=[O:29])[CH2:18]1)[CH:12]=[CH2:11]. The yield is 0.160.